This data is from Catalyst prediction with 721,799 reactions and 888 catalyst types from USPTO. The task is: Predict which catalyst facilitates the given reaction. Reactant: [I:1][C:2]1[S:6][C:5]([CH2:7][O:8][CH2:9][CH2:10][CH2:11][CH2:12][CH2:13][C:14]([OH:16])=[O:15])=[CH:4][CH:3]=1.[CH2:17]=[CH:18][CH:19](O)[CH:20]=[CH2:21].C1(N=C=NC2CCCCC2)CCCCC1. Product: [CH:18]([CH:19]([O:15][C:14](=[O:16])[CH2:13][CH2:12][CH2:11][CH2:10][CH2:9][O:8][CH2:7][C:5]1[S:6][C:2]([I:1])=[CH:3][CH:4]=1)[CH:20]=[CH2:21])=[CH2:17]. The catalyst class is: 143.